This data is from Catalyst prediction with 721,799 reactions and 888 catalyst types from USPTO. The task is: Predict which catalyst facilitates the given reaction. Reactant: [Cl:1][C:2]1[CH:7]=[C:6]([N+:8]([O-])=O)[CH:5]=[CH:4][C:3]=1[N:11]1[CH2:16][CH2:15][N:14]([C:17]([O:19][C:20]([CH3:23])([CH3:22])[CH3:21])=[O:18])[CH2:13][CH2:12]1.O1CCCC1.CO.C(=O)([O-])O.[Na+]. Product: [NH2:8][C:6]1[CH:5]=[CH:4][C:3]([N:11]2[CH2:16][CH2:15][N:14]([C:17]([O:19][C:20]([CH3:22])([CH3:21])[CH3:23])=[O:18])[CH2:13][CH2:12]2)=[C:2]([Cl:1])[CH:7]=1. The catalyst class is: 763.